Dataset: Reaction yield outcomes from USPTO patents with 853,638 reactions. Task: Predict the reaction yield, written as a fraction of the theoretical maximum amount of product (1.0 means a 100% yield; for example, 0.34 means a 34% yield). The reactants are C[Si](OS(C(F)(F)F)(=O)=O)(C)C.[CH2:13]([O:17][C:18]([C@@H:20]1[CH2:25][CH2:24][CH2:23][N:22]([C:26](=[O:64])[C@@H:27]([NH:43][C:44](=[O:63])[C@@H:45]([NH:55][C:56](OC(C)(C)C)=[O:57])[CH2:46][C:47]2[CH:52]=[CH:51][C:50]([O:53][CH3:54])=[CH:49][CH:48]=2)[CH2:28][C:29]2[CH:34]=[CH:33][CH:32]=[C:31]([O:35][Si:36]([C:39]([CH3:42])([CH3:41])[CH3:40])([CH3:38])[CH3:37])[CH:30]=2)[NH:21]1)=[O:19])[CH2:14][CH:15]=[CH2:16].C(N(CC)C(C)C)(C)C.ON1C2C=CC=CC=2N=N1.Cl.CN(C)CCCN=C=NCC.[CH3:96][O:97][C@H:98]([C@@H:104]([CH3:112])[C@@H:105]([O:110][CH3:111])/[CH:106]=[CH:107]/[CH:108]=[CH2:109])[C@@H:99](C)[C:100](O)=O. The catalyst is ClCCl.C(#N)C. The product is [CH2:13]([O:17][C:18]([C@@H:20]1[CH2:25][CH2:24][CH2:23][N:22]([C:26](=[O:64])[C@@H:27]([NH:43][C:44](=[O:63])[C@@H:45]([NH:55][C:56](=[O:57])[C@H:99]([CH3:100])[C@H:98]([O:97][CH3:96])[C@@H:104]([CH3:112])[C@@H:105]([O:110][CH3:111])/[CH:106]=[CH:107]\[CH:108]=[CH2:109])[CH2:46][C:47]2[CH:52]=[CH:51][C:50]([O:53][CH3:54])=[CH:49][CH:48]=2)[CH2:28][C:29]2[CH:34]=[CH:33][CH:32]=[C:31]([O:35][Si:36]([C:39]([CH3:42])([CH3:41])[CH3:40])([CH3:38])[CH3:37])[CH:30]=2)[NH:21]1)=[O:19])[CH2:14][CH:15]=[CH2:16]. The yield is 0.640.